The task is: Predict the reactants needed to synthesize the given product.. This data is from Full USPTO retrosynthesis dataset with 1.9M reactions from patents (1976-2016). (1) Given the product [C:26]([NH:30][CH2:6][C@@H:7]1[O:11][C:10](=[O:12])[N:9]([C:13]2[CH:18]=[CH:17][C:16]([N:19]3[CH2:24][CH2:23][O:22][CH2:21][C:20]3=[O:25])=[CH:15][CH:14]=2)[CH2:8]1)([CH3:29])([CH3:28])[CH3:27], predict the reactants needed to synthesize it. The reactants are: CS(O[CH2:6][C@@H:7]1[O:11][C:10](=[O:12])[N:9]([C:13]2[CH:18]=[CH:17][C:16]([N:19]3[CH2:24][CH2:23][O:22][CH2:21][C:20]3=[O:25])=[CH:15][CH:14]=2)[CH2:8]1)(=O)=O.[C:26]([NH2:30])([CH3:29])([CH3:28])[CH3:27]. (2) The reactants are: [CH:1]([NH:4][C:5]([C:7]1[CH:12]=[C:11]([O:13][C:14]2[CH:19]=[CH:18][CH:17]=[CH:16][CH:15]=2)[CH:10]=[CH:9][C:8]=1[NH:20][C:21]([C:23]1[CH:32]=[CH:31][C:26]([C:27]([O:29]C)=[O:28])=[CH:25][CH:24]=1)=[O:22])=[O:6])([CH3:3])[CH3:2].[OH-].[Na+].Cl. Given the product [CH:1]([NH:4][C:5]([C:7]1[CH:12]=[C:11]([O:13][C:14]2[CH:19]=[CH:18][CH:17]=[CH:16][CH:15]=2)[CH:10]=[CH:9][C:8]=1[NH:20][C:21]([C:23]1[CH:24]=[CH:25][C:26]([C:27]([OH:29])=[O:28])=[CH:31][CH:32]=1)=[O:22])=[O:6])([CH3:3])[CH3:2], predict the reactants needed to synthesize it. (3) The reactants are: [NH2:1][C:2]1[N:3]=[C:4]([CH3:22])[C:5]2[CH:11]=[C:10](Br)[C:9](=[O:13])[N:8]([C@H:14]3[CH2:19][CH2:18][C@H:17]([O:20][CH3:21])[CH2:16][CH2:15]3)[C:6]=2[N:7]=1.[CH3:23][O:24][C:25]1[CH:30]=[CH:29][C:28](B(O)O)=[CH:27][N:26]=1.C(=O)([O-])[O-].[Cs+].[Cs+].C(Cl)Cl. Given the product [NH2:1][C:2]1[N:3]=[C:4]([CH3:22])[C:5]2[CH:11]=[C:10]([C:28]3[CH:27]=[N:26][C:25]([O:24][CH3:23])=[CH:30][CH:29]=3)[C:9](=[O:13])[N:8]([C@H:14]3[CH2:19][CH2:18][C@H:17]([O:20][CH3:21])[CH2:16][CH2:15]3)[C:6]=2[N:7]=1, predict the reactants needed to synthesize it. (4) Given the product [NH:30]1[C:31]2[CH:36]=[CH:35][CH:34]=[CH:33][C:32]=2[N:28]=[C:29]1[C:37]1[C:45]2[C:40](=[CH:41][CH:42]=[C:43]([NH:46][C:5]([CH:3]3[CH2:4][C:2]3([F:8])[F:1])=[O:6])[CH:44]=2)[N:39]([CH:47]2[CH2:52][CH2:51][CH2:50][CH2:49][O:48]2)[N:38]=1, predict the reactants needed to synthesize it. The reactants are: [F:1][C:2]1([F:8])[CH2:4][CH:3]1[C:5](O)=[O:6].C1C=CC2N(O)N=NC=2C=1.C(Cl)CCl.C(=O)(O)[O-].[Na+].[NH:28]1[C:32]2[CH:33]=[CH:34][CH:35]=[CH:36][C:31]=2[N:30]=[C:29]1[C:37]1[C:45]2[C:40](=[CH:41][CH:42]=[C:43]([NH2:46])[CH:44]=2)[N:39]([CH:47]2[CH2:52][CH2:51][CH2:50][CH2:49][O:48]2)[N:38]=1. (5) Given the product [Br:17][C:18]1[CH:19]=[C:20]([C:4]2[C:5]3[O:6][C:7]4[CH:13]=[CH:12][CH:11]=[CH:10][C:8]=4[C:9]=3[CH:1]=[CH:2][CH:3]=2)[CH:21]=[CH:22][CH:23]=1, predict the reactants needed to synthesize it. The reactants are: [CH:1]1[C:9]2[C:8]3[CH:10]=[CH:11][CH:12]=[CH:13][C:7]=3[O:6][C:5]=2[C:4](B(O)O)=[CH:3][CH:2]=1.[Br:17][C:18]1[CH:23]=[CH:22][CH:21]=[C:20](Br)[CH:19]=1.C1(C)C=CC=CC=1.C(=O)([O-])[O-].[K+].[K+]. (6) Given the product [CH3:1][O:2][C:3]1[CH:4]=[C:5]([CH:11]=[CH:12][C:13]=1[O:14][CH3:15])[O:6][CH2:7][C:8]([N:18]([O:19][CH3:20])[CH3:17])=[O:10], predict the reactants needed to synthesize it. The reactants are: [CH3:1][O:2][C:3]1[CH:4]=[C:5]([CH:11]=[CH:12][C:13]=1[O:14][CH3:15])[O:6][CH2:7][C:8]([OH:10])=O.Cl.[CH3:17][NH:18][O:19][CH3:20].CCN=C=NCCCN(C)C.Cl.C1C=CC2N(O)N=NC=2C=1.